Predict the product of the given reaction. From a dataset of Forward reaction prediction with 1.9M reactions from USPTO patents (1976-2016). (1) Given the reactants Br[C:2]1[C:6]([C:7]2[CH:12]=[CH:11][N:10]=[CH:9][CH:8]=2)=[C:5]([C:13]2[CH:18]=[CH:17][C:16]([F:19])=[C:15]([F:20])[CH:14]=2)[NH:4][N:3]=1.[CH2:21]1[C@@H:29]2[N:24]([CH2:25][CH2:26][C:27](=O)[CH2:28]2)[CH2:23][CH2:22]1.C(OCC)(=O)C.CO, predict the reaction product. The product is: [F:20][C:15]1[CH:14]=[C:13]([C:5]2[NH:4][N:3]=[C:2]([C:27]3[CH2:26][CH2:25][N:24]4[C@H:29]([CH:28]=3)[CH2:21][CH2:22][CH2:23]4)[C:6]=2[C:7]2[CH:12]=[CH:11][N:10]=[CH:9][CH:8]=2)[CH:18]=[CH:17][C:16]=1[F:19]. (2) The product is: [Cl:1][C:2]1[CH:7]=[CH:6][C:5]([CH2:8][CH2:9][CH2:10][N:11]([CH3:34])[C:12]2[N:17]=[C:16]([N:18]3[CH2:19][CH2:20][N:21]([CH2:37][C:38]4[CH:39]=[N:40][CH:41]=[CH:42][CH:43]=4)[CH2:22][CH2:23]3)[N:15]=[C:14]([NH:24][CH2:25][CH2:26][C:27]3[CH:28]=[CH:29][C:30]([OH:33])=[CH:31][CH:32]=3)[N:13]=2)=[CH:4][CH:3]=1. Given the reactants [Cl:1][C:2]1[CH:7]=[CH:6][C:5]([CH2:8][CH2:9][CH2:10][N:11]([CH3:34])[C:12]2[N:17]=[C:16]([N:18]3[CH2:23][CH2:22][NH:21][CH2:20][CH2:19]3)[N:15]=[C:14]([NH:24][CH2:25][CH2:26][C:27]3[CH:32]=[CH:31][C:30]([OH:33])=[CH:29][CH:28]=3)[N:13]=2)=[CH:4][CH:3]=1.Cl.Cl[CH2:37][C:38]1[CH:39]=[N:40][CH:41]=[CH:42][CH:43]=1, predict the reaction product.